Dataset: Forward reaction prediction with 1.9M reactions from USPTO patents (1976-2016). Task: Predict the product of the given reaction. (1) Given the reactants Br[C:2]1[C:3]([CH3:11])=[C:4]([CH:7]=[CH:8][C:9]=1[CH3:10])[CH:5]=[O:6].[O:12]1[C:16]2([CH2:21][CH2:20][NH:19][CH2:18][CH2:17]2)[O:15][CH2:14][CH2:13]1.C(=O)([O-])[O-].[Cs+].[Cs+].C1(P(C2C=CC=CC=2)C2C=CC3C(=CC=CC=3)C=2C2C3C(=CC=CC=3)C=CC=2P(C2C=CC=CC=2)C2C=CC=CC=2)C=CC=CC=1, predict the reaction product. The product is: [O:12]1[C:16]2([CH2:21][CH2:20][N:19]([C:2]3[C:3]([CH3:11])=[C:4]([CH:7]=[CH:8][C:9]=3[CH3:10])[CH:5]=[O:6])[CH2:18][CH2:17]2)[O:15][CH2:14][CH2:13]1. (2) Given the reactants [N-]=[N+]=[N-].[Na+].[Cl-].[NH4+:6].[CH3:7][O:8][C:9]1[CH:14]=[CH:13][C:12]([C:15]23[NH:32][CH2:31][CH2:30][N:16]2[C:17](=[O:29])[C:18]2[N:19]([CH:21]=[C:22]([C:24]4[NH:28][N:27]=[N:26][N:25]=4)[CH:23]=2)[CH2:20]3)=[CH:11][CH:10]=1.CN([CH:36]=[O:37])C, predict the reaction product. The product is: [CH3:7][O:8][C:9]1[CH:14]=[CH:13][C:12]([C:15]23[N:32]([C:9]([C:10]4[C:11]([CH3:12])=[N:6][O:37][CH:36]=4)=[O:8])[CH2:31][CH2:30][N:16]2[C:17](=[O:29])[C:18]2[N:19]([CH:21]=[C:22]([C:24]4[NH:28][N:27]=[N:26][N:25]=4)[CH:23]=2)[CH2:20]3)=[CH:11][CH:10]=1. (3) Given the reactants [OH:1][C@H:2]1[CH2:11][CH2:10][CH2:9][C@@H:8]2[C@:3]1([C:14]1[CH:19]=[CH:18][C:17]([OH:20])=[CH:16][CH:15]=1)[CH2:4][CH2:5][C:6](=[O:13])[C@H:7]2[CH3:12].[CH2:21]([C:23]1(C)OCC[O:24]1)C.C(O)CO.C1(C)C=CC(S(O)(=O)=O)=CC=1, predict the reaction product. The product is: [OH:20][C:17]1[CH:16]=[CH:15][C:14]([C@@:3]23[C@@H:2]([OH:1])[CH2:11][CH2:10][CH2:9][C@H:8]2[C@H:7]([CH3:12])[C:6]2([O:24][CH2:23][CH2:21][O:13]2)[CH2:5][CH2:4]3)=[CH:19][CH:18]=1. (4) The product is: [Cl:12][C:13]1[N:18]=[C:17]([C:19]([O:21][C:1]([CH3:11])([CH3:6])[CH3:2])=[O:20])[C:16]([CH3:22])=[CH:15][CH:14]=1. Given the reactants [C:1]1([CH3:11])[CH:6]=CC(S(Cl)(=O)=O)=C[CH:2]=1.[Cl:12][C:13]1[N:18]=[C:17]([C:19]([OH:21])=[O:20])[C:16]([CH3:22])=[CH:15][CH:14]=1.N1C=CC=CC=1.C(=O)([O-])O.[Na+], predict the reaction product. (5) The product is: [C:30]([N:13]1[CH2:12][CH2:11][N:10]([S:16]([C:19]2[CH:20]=[CH:21][C:22]([NH:25][C:26](=[O:29])[CH:27]=[CH2:28])=[CH:23][CH:24]=2)(=[O:17])=[O:18])[CH2:15][CH2:14]1)(=[O:37])[C:31]1[CH:36]=[CH:35][CH:34]=[CH:33][CH:32]=1. Given the reactants C(N(C(C)C)CC)(C)C.[N:10]1([S:16]([C:19]2[CH:24]=[CH:23][C:22]([NH:25][C:26](=[O:29])[CH:27]=[CH2:28])=[CH:21][CH:20]=2)(=[O:18])=[O:17])[CH2:15][CH2:14][NH:13][CH2:12][CH2:11]1.[C:30](Cl)(=[O:37])[C:31]1[CH:36]=[CH:35][CH:34]=[CH:33][CH:32]=1, predict the reaction product. (6) Given the reactants [C:1]([C:4]1[O:12][C:11]2[C:10]([N:13]3[CH2:18][CH2:17][CH:16]([CH2:19][CH2:20][NH:21]C(=O)OC(C)(C)C)[CH2:15][CH2:14]3)=[N:9][CH:8]=[N:7][C:6]=2[CH:5]=1)(=[O:3])[NH2:2].CO, predict the reaction product. The product is: [NH2:21][CH2:20][CH2:19][CH:16]1[CH2:17][CH2:18][N:13]([C:10]2[C:11]3[O:12][C:4]([C:1]([NH2:2])=[O:3])=[CH:5][C:6]=3[N:7]=[CH:8][N:9]=2)[CH2:14][CH2:15]1.